Dataset: Experimentally validated miRNA-target interactions with 360,000+ pairs, plus equal number of negative samples. Task: Binary Classification. Given a miRNA mature sequence and a target amino acid sequence, predict their likelihood of interaction. (1) The miRNA is hsa-miR-3150b-5p with sequence CAACCUCGAGGAUCUCCCCAGC. The protein sequence of the target gene is MPPQLSDGLNYSAKIVRGSLDSLPQAVRSFVESSAKLCRPDQVHICDGSEEENRQLLSHMEEEGVIKRLKKYDNCWLALTDPRDVARIESKTVIITREQRDTVPIPKNGLSQLGRWMSEEDFEKAFNIRFPGCMKGRTMYVIPFSMGPLGSPLSKIGIELTDSPYVVTSMRIMTRMGTSVLEALGDGEFVKCLHSVGCPLPLKKPLVNNWACNPELTLIAHLPDRREIISFGSGYGGNSLLGKKCFALRMASRLAKEEGWLAEHMLILGITNPKGQKKYFAAAFPSACGKTNLAMMNPTL.... Result: 0 (no interaction). (2) The miRNA is hsa-miR-5197-3p with sequence AAGAAGAGACUGAGUCAUCGAAU. The protein sequence of the target gene is MAVESRVTQEEIKKEPEKPIDREKTCPLLLRVFTTNNGRHHRMDEFSRGNVPSSELQIYTWMDATLKELTSLVKEVYPEARKKGTHFNFAIVFTDVKRPGYRVKEIGSTMSGRKGTDDSMTLQSQKFQIGDYLDIAITPPNRAPPPSGRMRPY. Result: 1 (interaction). (3) The miRNA is mmu-miR-467h with sequence AUAAGUGUGUGCAUGUAUAUGU. The protein sequence of the target gene is MPGPRGAAGGLAPEMRGAGAAGLLALLLLLLLLLLGLGGRVEGGPAGERGAGGGGALARERFKVVFAPVICKRTCLKGQCRDSCQQGSNMTLIGENGHSTDTLTGSGFRVVVCPLPCMNGGQCSSRNQCLCPPDFTGRFCQVPAGGAGGGTGGSGPGLSRTGALSTGALPPLAPEGDSVASKHAIYAVQVIADPPGPGEGPPAQHAAFLVPLGPGQISAEVQAPPPVVNVRVHHPPEASVQVHRIESSNAESAAPSQHLLPHPKPSHPRPPTQKPLGRCFQDTLPKQPCGSNPLPGLTKQ.... Result: 0 (no interaction). (4) The miRNA is hsa-miR-1200 with sequence CUCCUGAGCCAUUCUGAGCCUC. The protein sequence of the target gene is MHPPPPDAGVAMDFGQNSLFGYMEDLQELTIIERPVRRSLKTPEEIERLTVDEDLSDIDRAVYLLSAGQDVQGASVIANLPFLMRQNPTETLRRVLPKVREVLHVASVEMQLTAAVSFLTILQEESMSVHTCAHSFLQVILLHLEHRDTGVSNAWLETLLSAVELLPKETLRHEILNPLVSKAQLSQTVQSRLVSCKILGKITNKFDAHSIKREILPLVKSLCQDVEYEVRSCMCRQLENIAQGIGAELTKNVVLPELIELSRDESGSVRLAAFETLVNMLDMFDTDDRSQTILPLVKSF.... Result: 0 (no interaction). (5) The miRNA is hsa-miR-3913-5p with sequence UUUGGGACUGAUCUUGAUGUCU. The protein sequence of the target gene is MISTAPLYSGVHNWTSSDRIRMCGINEERRAPLSDEESTTGGCQHFGSQEFCVSSSFSKVELTAVGSGSNARGTNPDGNTTEKLGHRSEDQSDDPQPKMDYVGNPAEAEGLLVPLSSPGDGLKLPTPDSTEASHSRANCSWTPLSTQMSKQVDCSPAGVKALDSRHGVGEKNTFILATLGTGVPVEGTLPLVTTNFSQLPAPICPPAPGSASGTPSVPDPFQVPLSVPAPVPHSGLVPVQVATSASAPSPPLAPAAPSVPTLISDSNPLSVSASVLVPVPVSAPHSVPVPLSAPAPTPLT.... Result: 0 (no interaction). (6) The miRNA is hsa-miR-3197 with sequence GGAGGCGCAGGCUCGGAAAGGCG. The protein sequence of the target gene is MWAQLLLGMLALSPAIAEELPNYLVTLPARLNFPSVQKVCLDLSPGYSDVKFTVTLETKDKTQKLLEYSGLKKRHLHCISFLVPPPAGGTEEVATIRVSGVGNNISFEEKKKVLIQRQGNGTFVQTDKPLYTPGQQVYFRIVTMDSNFVPVNDKYSMVELQDPNSNRIAQWLEVVPEQGIVDLSFQLAPEAMLGTYTVAVAEGKTFGTFSVEEYVLPKFKVEVVEPKELSTVQESFLVKICCRYTYGKPMLGAVQVSVCQKANTYWYREVEREQLPDKCRNLSGQTDKTGCFSAPVDMAT.... Result: 1 (interaction).